This data is from Orexin1 receptor HTS with 218,158 compounds and 233 confirmed actives. The task is: Binary Classification. Given a drug SMILES string, predict its activity (active/inactive) in a high-throughput screening assay against a specified biological target. (1) The molecule is o1nc(C(=O)N2CC(N3CCN(CC3)c3c(OC)cccc3)CCC2)cc1C1CC1. The result is 0 (inactive). (2) The drug is S(=O)(=O)(NCc1ccccc1)c1c(NCCc2ccccc2)cccc1. The result is 0 (inactive). (3) The drug is S\1C(=S)N(CCC(=O)Nc2cc(ccc2)C(O)=O)C(=O)C1=C\C=C/c1ccccc1. The result is 0 (inactive). (4) The molecule is O(C(CN1CCCC1)C)C(=O)c1cc(ccc1)C. The result is 0 (inactive).